Dataset: Reaction yield outcomes from USPTO patents with 853,638 reactions. Task: Predict the reaction yield, written as a fraction of the theoretical maximum amount of product (1.0 means a 100% yield; for example, 0.34 means a 34% yield). (1) The reactants are [O:1]1CCO[CH:2]1[C:6]1[CH:7]=[C:8]([CH:12]2[C:16]3[C:17]([CH3:31])=[C:18]([NH:23][C:24](=[O:30])[CH2:25][C:26]([CH3:29])([CH3:28])[CH3:27])[C:19]([CH3:22])=[C:20]([CH3:21])[C:15]=3[O:14][CH2:13]2)[CH:9]=[CH:10][CH:11]=1.C1(C)C=CC(S(O)(=O)=O)=CC=1.[NH+]1C=CC=CC=1.O. The catalyst is CC(C)=O.C(OCC)(=O)C. The product is [CH:2]([C:6]1[CH:7]=[C:8]([CH:12]2[C:16]3[C:17]([CH3:31])=[C:18]([NH:23][C:24](=[O:30])[CH2:25][C:26]([CH3:27])([CH3:28])[CH3:29])[C:19]([CH3:22])=[C:20]([CH3:21])[C:15]=3[O:14][CH2:13]2)[CH:9]=[CH:10][CH:11]=1)=[O:1]. The yield is 0.960. (2) The reactants are [N+:1]([C:4]1[CH:14]=[CH:13][C:7]([O:8][CH2:9][C:10]([OH:12])=O)=[CH:6][CH:5]=1)([O-:3])=[O:2].Cl.C([N:18](CC)[CH2:19][CH3:20])C.CC[N:25]=C=NCCCN(C)C.Cl.C(N(C(C)C)CC)(C)C. The catalyst is C1COCC1. The product is [N+:1]([C:4]1[CH:5]=[CH:6][C:7]([O:8][CH2:9][C:10]2[O:12][N:25]=[C:19]([CH3:20])[N:18]=2)=[CH:13][CH:14]=1)([O-:3])=[O:2]. The yield is 0.600. (3) The reactants are C([CH:5]1[O:9][Si](CC)(CC)C2C=CC=CC1=2)CCC.[Li]C1C=CC=CC=1.CC([C:28]1[CH:33]=[C:32](C(C)C)[C:31]([C:37]2[CH:42]=[CH:41][CH:40]=[CH:39][C:38]=2P(C2CCCCC2)C2CCCCC2)=[C:30](C(C)C)[CH:29]=1)C.ClC1C=CC(OC)=CC=1. The catalyst is CC([O-])=O.CC([O-])=O.[Pd+2].C1COCC1. The product is [CH3:5][O:9][C:28]1[CH:33]=[CH:32][C:31]([C:37]2[CH:42]=[CH:41][CH:40]=[CH:39][CH:38]=2)=[CH:30][CH:29]=1. The yield is 0.750. (4) The reactants are [CH3:1][NH:2][CH2:3][CH2:4][OH:5].[Cl:6][C:7]1[CH:16]=[CH:15][CH:14]=[CH:13][C:8]=1[CH2:9][N:10]=[C:11]=[O:12]. The catalyst is C1COCC1. The product is [Cl:6][C:7]1[CH:16]=[CH:15][CH:14]=[CH:13][C:8]=1[CH2:9][NH:10][C:11](=[O:12])[N:2]([CH2:3][CH2:4][OH:5])[CH3:1]. The yield is 0.490. (5) The reactants are [CH2:1]([C@@H:5]1[NH:10][CH2:9][C@H:8]([CH2:11][CH:12]([CH3:14])[CH3:13])[NH:7][C:6]1=[O:15])[CH:2]([CH3:4])[CH3:3].[F:16][C:17]1[CH:22]=[C:21]([F:23])[CH:20]=[CH:19][C:18]=1[C:24]1[O:28][N:27]=[C:26]([C:29](O)=[O:30])[CH:25]=1.C([C@@H]1N(C(=O)/C=C/C2C=CC=CC=2)C[C@H](CC(C)C)NC1=O)C(C)C. No catalyst specified. The product is [F:16][C:17]1[CH:22]=[C:21]([F:23])[CH:20]=[CH:19][C:18]=1[C:24]1[O:28][N:27]=[C:26]([C:29]([N:10]2[CH2:9][C@H:8]([CH2:11][CH:12]([CH3:14])[CH3:13])[NH:7][C:6](=[O:15])[C@@H:5]2[CH2:1][CH:2]([CH3:4])[CH3:3])=[O:30])[CH:25]=1. The yield is 0.730. (6) The reactants are C([O:3][C:4](=O)[C:5]1[CH:10]=[CH:9][C:8]([O:11][C:12]2[CH:17]=[CH:16][C:15]([C:18]3[CH:22]=[CH:21][S:20][CH:19]=3)=[CH:14][CH:13]=2)=[CH:7][CH:6]=1)C.[H-].[H-].[H-].[H-].[Li+].[Al+3]. No catalyst specified. The product is [S:20]1[CH:21]=[CH:22][C:18]([C:15]2[CH:16]=[CH:17][C:12]([O:11][C:8]3[CH:9]=[CH:10][C:5]([CH2:4][OH:3])=[CH:6][CH:7]=3)=[CH:13][CH:14]=2)=[CH:19]1. The yield is 0.990.